Dataset: NCI-60 drug combinations with 297,098 pairs across 59 cell lines. Task: Regression. Given two drug SMILES strings and cell line genomic features, predict the synergy score measuring deviation from expected non-interaction effect. (1) Drug 1: CC1=C(N=C(N=C1N)C(CC(=O)N)NCC(C(=O)N)N)C(=O)NC(C(C2=CN=CN2)OC3C(C(C(C(O3)CO)O)O)OC4C(C(C(C(O4)CO)O)OC(=O)N)O)C(=O)NC(C)C(C(C)C(=O)NC(C(C)O)C(=O)NCCC5=NC(=CS5)C6=NC(=CS6)C(=O)NCCC[S+](C)C)O. Drug 2: CC1C(C(CC(O1)OC2CC(CC3=C2C(=C4C(=C3O)C(=O)C5=CC=CC=C5C4=O)O)(C(=O)C)O)N)O. Cell line: MOLT-4. Synergy scores: CSS=41.1, Synergy_ZIP=-8.21, Synergy_Bliss=-14.3, Synergy_Loewe=-22.2, Synergy_HSA=-11.1. (2) Drug 1: CC(CN1CC(=O)NC(=O)C1)N2CC(=O)NC(=O)C2. Drug 2: CC1=C(C(=O)C2=C(C1=O)N3CC4C(C3(C2COC(=O)N)OC)N4)N. Cell line: UACC-257. Synergy scores: CSS=1.48, Synergy_ZIP=-3.23, Synergy_Bliss=-7.42, Synergy_Loewe=-12.1, Synergy_HSA=-7.17. (3) Drug 2: C1=CC(=CC=C1CCCC(=O)O)N(CCCl)CCCl. Synergy scores: CSS=22.9, Synergy_ZIP=-2.59, Synergy_Bliss=3.93, Synergy_Loewe=-1.76, Synergy_HSA=4.79. Drug 1: CS(=O)(=O)C1=CC(=C(C=C1)C(=O)NC2=CC(=C(C=C2)Cl)C3=CC=CC=N3)Cl. Cell line: NCI/ADR-RES. (4) Drug 1: C1CCC(C1)C(CC#N)N2C=C(C=N2)C3=C4C=CNC4=NC=N3. Drug 2: CCC1(CC2CC(C3=C(CCN(C2)C1)C4=CC=CC=C4N3)(C5=C(C=C6C(=C5)C78CCN9C7C(C=CC9)(C(C(C8N6C)(C(=O)OC)O)OC(=O)C)CC)OC)C(=O)OC)O.OS(=O)(=O)O. Cell line: MDA-MB-435. Synergy scores: CSS=27.9, Synergy_ZIP=-0.807, Synergy_Bliss=-1.66, Synergy_Loewe=-60.4, Synergy_HSA=-5.35.